Task: Predict which catalyst facilitates the given reaction.. Dataset: Catalyst prediction with 721,799 reactions and 888 catalyst types from USPTO Reactant: [Cl:1][C:2]1[C:7]([C:8]2[C:13]([F:14])=[CH:12][C:11](F)=[CH:10][C:9]=2[F:16])=[C:6]([NH:17][C@@H:18]([CH3:23])[C:19]([F:22])([F:21])[F:20])[N:5]2[N:24]=[CH:25][N:26]=[C:4]2[N:3]=1.[CH3:27][N:28]([CH3:33])[CH2:29][CH2:30][CH2:31][OH:32].[H-].[Na+].O. Product: [Cl:1][C:2]1[C:7]([C:8]2[C:13]([F:14])=[CH:12][C:11]([O:32][CH2:31][CH2:30][CH2:29][N:28]([CH3:33])[CH3:27])=[CH:10][C:9]=2[F:16])=[C:6]([NH:17][C@@H:18]([CH3:23])[C:19]([F:22])([F:20])[F:21])[N:5]2[N:24]=[CH:25][N:26]=[C:4]2[N:3]=1. The catalyst class is: 16.